From a dataset of Experimentally validated miRNA-target interactions with 360,000+ pairs, plus equal number of negative samples. Binary Classification. Given a miRNA mature sequence and a target amino acid sequence, predict their likelihood of interaction. (1) The miRNA is mmu-miR-192-5p with sequence CUGACCUAUGAAUUGACAGCC. The protein sequence of the target gene is MGTEGKAGRKLLFLFTSMILGSLVQGKGSVYTAQSDVQVPENESIKLTCTYSGFSSPRVEWKFVQGSTTALVCYNSQITAPYADRVTFSSSGITFSSVTRKDNGEYTCMVSEEGGQNYGEVSIHLTVLVPPSKPTISVPSSVTIGNRAVLTCSEHDGSPPSEYSWFKDGISMLTADAKKTRAFMNSSFTIDPKSGDLIFDPVTAFDSGEYYCQAQNGYGTAMRSEAAHMDAVELNVGGIVAAVLVTLILLGLLIFGVWFAYSRGYFERTKKGTAPGKKVIYSQPSTRSEGEFKQTSSFLV.... Result: 0 (no interaction). (2) The miRNA is hsa-miR-449a with sequence UGGCAGUGUAUUGUUAGCUGGU. Result: 1 (interaction). The protein sequence of the target gene is MVMFKKIKSFEVVFNDPEKVYGSGEKVAGRVIVEVCEVTRVKAVRILACGVAKVLWMQGSQQCKQTSEYLRYEDTLLLEDQPTGENEMVIMRPGNKYEYKFGFELPQGPLGTSFKGKYGCVDYWVKAFLDRPSQPTQETKKNFEVVDLVDVNTPDLMAPVSAKKEKKVSCMFIPDGRVSVSARIDRKGFCEGDEISIHADFENTCSRIVVPKAAIVARHTYLANGQTKVLTQKLSSVRGNHIISGTCASWRGKSLRVQKIRPSILGCNILRVEYSLLIYVSVPGSKKVILDLPLVIGSRS....